From a dataset of Forward reaction prediction with 1.9M reactions from USPTO patents (1976-2016). Predict the product of the given reaction. (1) The product is: [CH3:8][NH:9][CH:1]1[CH2:6][CH2:5][CH2:4][CH2:3][CH:2]1[OH:7]. Given the reactants [CH:1]12[O:7][CH:2]1[CH2:3][CH2:4][CH2:5][CH2:6]2.[CH3:8][NH2:9], predict the reaction product. (2) Given the reactants C[C:2]1[C:6]2[CH:7]=[C:8](C(F)(F)F)[CH:9]=[CH:10][C:5]=2[S:4][C:3]=1[C:15]([O:17][CH3:18])=[O:16].FC1C=CC=C([C:28]([F:31])([F:30])[F:29])C=1C=O, predict the reaction product. The product is: [F:29][C:28]([F:31])([F:30])[C:9]1[CH:8]=[CH:7][C:6]2[CH:2]=[C:3]([C:15]([O:17][CH3:18])=[O:16])[S:4][C:5]=2[CH:10]=1. (3) Given the reactants [F:1][C:2]1[CH:10]=[C:9]2[C:5]([C:6]([C:12]3[N:13]=[C:14]4[C:20]([C:21]([OH:23])=O)=[CH:19][N:18]([CH2:24][O:25][CH2:26][CH2:27][Si:28]([CH3:31])([CH3:30])[CH3:29])[C:15]4=[N:16][CH:17]=3)=[N:7][N:8]2[CH3:11])=[CH:4][CH:3]=1.Cl.[NH2:33][C@@H:34]([C:36]1([C:41]#[N:42])[CH2:40][CH2:39][CH2:38][CH2:37]1)[CH3:35].C(Cl)CCl.C1C=CC2N(O)N=NC=2C=1.CCN(C(C)C)C(C)C, predict the reaction product. The product is: [C:41]([C:36]1([C@H:34]([NH:33][C:21]([C:20]2[C:14]3[C:15](=[N:16][CH:17]=[C:12]([C:6]4[C:5]5[C:9](=[CH:10][C:2]([F:1])=[CH:3][CH:4]=5)[N:8]([CH3:11])[N:7]=4)[N:13]=3)[N:18]([CH2:24][O:25][CH2:26][CH2:27][Si:28]([CH3:30])([CH3:29])[CH3:31])[CH:19]=2)=[O:23])[CH3:35])[CH2:40][CH2:39][CH2:38][CH2:37]1)#[N:42]. (4) Given the reactants Cl.C([O:5][C:6]1[CH:11]=[CH:10][CH:9]=[C:8]([C:12](=[O:22])[NH:13][C:14]2[S:15][C:16]([S:19]([CH3:21])=[O:20])=[CH:17][N:18]=2)[CH:7]=1)(=O)C, predict the reaction product. The product is: [OH:5][C:6]1[CH:7]=[C:8]([CH:9]=[CH:10][CH:11]=1)[C:12]([NH:13][C:14]1[S:15][C:16]([S:19]([CH3:21])=[O:20])=[CH:17][N:18]=1)=[O:22]. (5) Given the reactants [CH2:1]([O:3][C:4](=[O:44])[CH2:5][CH2:6][CH2:7][O:8][C:9]1[CH:14]=[CH:13][CH:12]=[C:11]([CH2:15][CH2:16][CH2:17][CH2:18][CH2:19][CH2:20][O:21][C:22]2[CH:27]=[C:26](Br)[CH:25]=[C:24]([O:29][CH2:30][C:31]3[CH:36]=[CH:35][CH:34]=[CH:33][CH:32]=3)[CH:23]=2)[C:10]=1[CH2:37][CH2:38][C:39]([O:41][CH2:42][CH3:43])=[O:40])[CH3:2].[CH2:45]1[O:53][C:52]2[CH:51]=[CH:50][C:49](B(O)O)=[CH:48][C:47]=2[O:46]1.C(=O)([O-])[O-].[Cs+].[Cs+], predict the reaction product. The product is: [CH2:1]([O:3][C:4](=[O:44])[CH2:5][CH2:6][CH2:7][O:8][C:9]1[CH:14]=[CH:13][CH:12]=[C:11]([CH2:15][CH2:16][CH2:17][CH2:18][CH2:19][CH2:20][O:21][C:22]2[CH:23]=[C:24]([O:29][CH2:30][C:31]3[CH:36]=[CH:35][CH:34]=[CH:33][CH:32]=3)[CH:25]=[C:26]([C:50]3[CH:49]=[CH:48][C:47]4[O:46][CH2:45][O:53][C:52]=4[CH:51]=3)[CH:27]=2)[C:10]=1[CH2:37][CH2:38][C:39]([O:41][CH2:42][CH3:43])=[O:40])[CH3:2]. (6) Given the reactants C[O:2][C:3](=[O:37])[C:4]1[CH:9]=[CH:8][CH:7]=[C:6]([C@H:10]([NH:13][C:14]([C:16]2[N:24]3[C:19]([CH2:20][O:21][CH2:22][CH2:23]3)=[C:18]([C:25](=[O:36])[NH:26][C@@H:27]([C:30]3[CH:35]=[CH:34][CH:33]=[CH:32][CH:31]=3)[CH2:28][CH3:29])[CH:17]=2)=[O:15])[CH2:11][CH3:12])[CH:5]=1.COC(=O)C1C=CC=C([C@H](N)CC)C=1.[OH-].[Na+], predict the reaction product. The product is: [C:30]1([C@H:27]([NH:26][C:25]([C:18]2[CH:17]=[C:16]([C:14]([NH:13][C@@H:10]([C:6]3[CH:5]=[C:4]([CH:9]=[CH:8][CH:7]=3)[C:3]([OH:37])=[O:2])[CH2:11][CH3:12])=[O:15])[N:24]3[CH2:23][CH2:22][O:21][CH2:20][C:19]=23)=[O:36])[CH2:28][CH3:29])[CH:31]=[CH:32][CH:33]=[CH:34][CH:35]=1.